From a dataset of Peptide-MHC class II binding affinity with 134,281 pairs from IEDB. Regression. Given a peptide amino acid sequence and an MHC pseudo amino acid sequence, predict their binding affinity value. This is MHC class II binding data. (1) The peptide sequence is AAATSGTTVYGAFAA. The MHC is HLA-DQA10102-DQB10602 with pseudo-sequence HLA-DQA10102-DQB10602. The binding affinity (normalized) is 0.663. (2) The peptide sequence is QSVIIINNSTNVVIR. The MHC is DRB1_0101 with pseudo-sequence DRB1_0101. The binding affinity (normalized) is 0.377. (3) The peptide sequence is DRTELLEMVCFHEFL. The MHC is DRB1_0401 with pseudo-sequence DRB1_0401. The binding affinity (normalized) is 0.268.